Dataset: NCI-60 drug combinations with 297,098 pairs across 59 cell lines. Task: Regression. Given two drug SMILES strings and cell line genomic features, predict the synergy score measuring deviation from expected non-interaction effect. (1) Drug 1: C1=CC(=C2C(=C1NCCNCCO)C(=O)C3=C(C=CC(=C3C2=O)O)O)NCCNCCO. Drug 2: CC1=CC2C(CCC3(C2CCC3(C(=O)C)OC(=O)C)C)C4(C1=CC(=O)CC4)C. Cell line: OVCAR-4. Synergy scores: CSS=32.4, Synergy_ZIP=-3.74, Synergy_Bliss=3.61, Synergy_Loewe=-52.3, Synergy_HSA=4.00. (2) Drug 1: CS(=O)(=O)CCNCC1=CC=C(O1)C2=CC3=C(C=C2)N=CN=C3NC4=CC(=C(C=C4)OCC5=CC(=CC=C5)F)Cl. Drug 2: CN(CC1=CN=C2C(=N1)C(=NC(=N2)N)N)C3=CC=C(C=C3)C(=O)NC(CCC(=O)O)C(=O)O. Cell line: RXF 393. Synergy scores: CSS=23.8, Synergy_ZIP=-6.04, Synergy_Bliss=0.334, Synergy_Loewe=-30.2, Synergy_HSA=-0.793. (3) Drug 1: C1=CC=C(C=C1)NC(=O)CCCCCCC(=O)NO. Drug 2: C1CC(=O)NC(=O)C1N2C(=O)C3=CC=CC=C3C2=O. Cell line: MALME-3M. Synergy scores: CSS=0.634, Synergy_ZIP=-2.41, Synergy_Bliss=1.36, Synergy_Loewe=-3.98, Synergy_HSA=-3.34. (4) Drug 1: C1CCC(C1)C(CC#N)N2C=C(C=N2)C3=C4C=CNC4=NC=N3. Drug 2: C1CCC(CC1)NC(=O)N(CCCl)N=O. Cell line: HL-60(TB). Synergy scores: CSS=10.5, Synergy_ZIP=4.21, Synergy_Bliss=0.577, Synergy_Loewe=-25.0, Synergy_HSA=-8.04. (5) Drug 1: CS(=O)(=O)C1=CC(=C(C=C1)C(=O)NC2=CC(=C(C=C2)Cl)C3=CC=CC=N3)Cl. Drug 2: C1=CC(=CC=C1CC(C(=O)O)N)N(CCCl)CCCl.Cl. Cell line: SF-539. Synergy scores: CSS=9.37, Synergy_ZIP=-5.29, Synergy_Bliss=0.819, Synergy_Loewe=-5.63, Synergy_HSA=-0.150. (6) Synergy scores: CSS=-4.14, Synergy_ZIP=1.66, Synergy_Bliss=2.79, Synergy_Loewe=-3.55, Synergy_HSA=-3.14. Drug 1: C1CC(C1)(C(=O)O)C(=O)O.[NH2-].[NH2-].[Pt+2]. Drug 2: CC(C)(C#N)C1=CC(=CC(=C1)CN2C=NC=N2)C(C)(C)C#N. Cell line: TK-10. (7) Drug 1: CC1=C(C(=O)C2=C(C1=O)N3CC4C(C3(C2COC(=O)N)OC)N4)N. Drug 2: B(C(CC(C)C)NC(=O)C(CC1=CC=CC=C1)NC(=O)C2=NC=CN=C2)(O)O. Cell line: SN12C. Synergy scores: CSS=52.7, Synergy_ZIP=-2.32, Synergy_Bliss=1.77, Synergy_Loewe=-13.8, Synergy_HSA=-1.22. (8) Drug 1: C#CCC(CC1=CN=C2C(=N1)C(=NC(=N2)N)N)C3=CC=C(C=C3)C(=O)NC(CCC(=O)O)C(=O)O. Drug 2: CC(C)NC(=O)C1=CC=C(C=C1)CNNC.Cl. Cell line: SF-539. Synergy scores: CSS=5.28, Synergy_ZIP=-3.33, Synergy_Bliss=-2.87, Synergy_Loewe=-1.63, Synergy_HSA=-1.70. (9) Cell line: UACC-257. Drug 1: C#CCC(CC1=CN=C2C(=N1)C(=NC(=N2)N)N)C3=CC=C(C=C3)C(=O)NC(CCC(=O)O)C(=O)O. Synergy scores: CSS=57.0, Synergy_ZIP=-7.89, Synergy_Bliss=-2.43, Synergy_Loewe=1.55, Synergy_HSA=2.91. Drug 2: CC1C(C(CC(O1)OC2CC(CC3=C2C(=C4C(=C3O)C(=O)C5=CC=CC=C5C4=O)O)(C(=O)C)O)N)O.